Dataset: Catalyst prediction with 721,799 reactions and 888 catalyst types from USPTO. Task: Predict which catalyst facilitates the given reaction. (1) Reactant: CS(C)=O.C(Cl)(=O)C(Cl)=O.[CH:11]1[C:20]2[C:15](=[CH:16][CH:17]=[CH:18][CH:19]=2)[CH:14]=[C:13]([CH2:21][OH:22])[N:12]=1.C(N(CC)CC)C. Product: [CH:11]1[C:20]2[C:15](=[CH:16][CH:17]=[CH:18][CH:19]=2)[CH:14]=[C:13]([CH:21]=[O:22])[N:12]=1. The catalyst class is: 4. (2) Reactant: [CH2:1]([N:8]([C:11]1[CH:16]=[CH:15][CH:14]=[CH:13][CH:12]=1)[CH2:9][CH3:10])[C:2]1[CH:7]=[CH:6][CH:5]=[CH:4][CH:3]=1.[Br:17]C1C(=O)C(Br)=CC(Br)(Br)C=1. Product: [CH2:1]([N:8]([C:11]1[CH:16]=[CH:15][C:14]([Br:17])=[CH:13][CH:12]=1)[CH2:9][CH3:10])[C:2]1[CH:7]=[CH:6][CH:5]=[CH:4][CH:3]=1. The catalyst class is: 4. (3) Reactant: [C:1]1([CH2:7][S:8](Cl)(=[O:10])=[O:9])[CH:6]=[CH:5][CH:4]=[CH:3][CH:2]=1.[NH2:12][C:13]([CH3:26])([CH2:16][O:17][C:18]1[CH:23]=[CH:22][CH:21]=[C:20]([Cl:24])[C:19]=1[Cl:25])[C:14]#[N:15]. Product: [C:14]([C:13]([NH:12][S:8]([CH2:7][C:1]1[CH:6]=[CH:5][CH:4]=[CH:3][CH:2]=1)(=[O:10])=[O:9])([CH2:16][O:17][C:18]1[CH:23]=[CH:22][CH:21]=[C:20]([Cl:24])[C:19]=1[Cl:25])[CH3:26])#[N:15]. The catalyst class is: 2. (4) Reactant: C1(P(C2C=CC=CC=2)C2C=CC=CC=2)C=CC=CC=1.N1C=CN=C1.[I:25]I.[F:27][C:28]1[C:33]([N+:34]([O-:36])=[O:35])=[CH:32][C:31]([NH:37][CH:38]2[CH2:43][CH2:42][N:41]([C:44]([O:46][C:47]([CH3:50])([CH3:49])[CH3:48])=[O:45])[CH2:40][CH2:39]2)=[C:30]([S:51][CH2:52][CH2:53]O)[CH:29]=1. Product: [F:27][C:28]1[C:33]([N+:34]([O-:36])=[O:35])=[CH:32][C:31]([NH:37][CH:38]2[CH2:43][CH2:42][N:41]([C:44]([O:46][C:47]([CH3:50])([CH3:49])[CH3:48])=[O:45])[CH2:40][CH2:39]2)=[C:30]([S:51][CH2:52][CH2:53][I:25])[CH:29]=1. The catalyst class is: 54.